From a dataset of Forward reaction prediction with 1.9M reactions from USPTO patents (1976-2016). Predict the product of the given reaction. (1) Given the reactants [C:1]([OH:7])([C:3]([F:6])([F:5])[F:4])=[O:2].[CH:8]12[NH:15][CH:12]([CH2:13][CH2:14]1)[CH2:11][CH:10]([N:16]1[C:29]3[CH:28]=[CH:27][C:26]([C:30]#[N:31])=[CH:25][C:24]=3[S:23][C:22]3[C:17]1=[CH:18][CH:19]=[CH:20][CH:21]=3)[CH2:9]2.Br[C:38]1[CH:43]=[CH:42][C:41]2N(C3CCNCC3)[C:38]3[C:43](S[C:40]=2[CH:39]=1)=[CH:42][CH:41]=[CH:40][CH:39]=3, predict the reaction product. The product is: [CH2:1]([N:15]1[CH:8]2[CH2:14][CH2:13][CH:12]1[CH2:11][CH:10]([N:16]1[C:29]3[CH:28]=[CH:27][C:26]([C:30]#[N:31])=[CH:25][C:24]=3[S:23][C:22]3[C:17]1=[CH:18][CH:19]=[CH:20][CH:21]=3)[CH2:9]2)[CH2:3][C:38]1[CH:39]=[CH:40][CH:41]=[CH:42][CH:43]=1.[C:1]([OH:7])([C:3]([F:6])([F:5])[F:4])=[O:2]. (2) Given the reactants [CH2:1]([N:4]1[CH2:10][CH2:9][CH2:8][NH:7][CH2:6][CH2:5]1)[CH:2]=[CH2:3].Cl[C:12]1[N:13]=[CH:14][C:15]([C:18]([NH:20][C:21]2[NH:22][N:23]=[C:24]([CH2:26][CH2:27][C:28]3[CH:33]=[C:32]([O:34][CH3:35])[CH:31]=[C:30]([O:36][CH3:37])[CH:29]=3)[CH:25]=2)=[O:19])=[N:16][CH:17]=1, predict the reaction product. The product is: [CH3:35][O:34][C:32]1[CH:33]=[C:28]([CH2:27][CH2:26][C:24]2[CH:25]=[C:21]([NH:20][C:18]([C:15]3[CH:14]=[N:13][C:12]([N:7]4[CH2:8][CH2:9][CH2:10][N:4]([CH2:1][CH:2]=[CH2:3])[CH2:5][CH2:6]4)=[CH:17][N:16]=3)=[O:19])[NH:22][N:23]=2)[CH:29]=[C:30]([O:36][CH3:37])[CH:31]=1. (3) Given the reactants [NH2:1][C:2]1[CH:7]=[CH:6][C:5]([C:8]([F:14])([F:13])[C:9]([F:12])([F:11])[F:10])=[CH:4][N:3]=1.[CH2:15]([S:17][C:18]1[C:19]([C:24](O)=[O:25])=[N:20][CH:21]=[CH:22][CH:23]=1)[CH3:16].CCN=C=NCCCN(C)C.Cl.C1C=CC2N(O)N=NC=2C=1.C(=O)(O)[O-].[Na+], predict the reaction product. The product is: [CH2:15]([S:17][C:18]1[C:19]([C:24]([NH:1][C:2]2[CH:7]=[CH:6][C:5]([C:8]([F:14])([F:13])[C:9]([F:10])([F:11])[F:12])=[CH:4][N:3]=2)=[O:25])=[N:20][CH:21]=[CH:22][CH:23]=1)[CH3:16]. (4) The product is: [C:24]1([NH:21][CH2:22][CH2:23][C@@H:27]2[CH2:26][CH2:3][CH2:4][C@H:10]([NH:11][C:15]([C:14]3[C:10]([C:4]4[C:5]([F:9])=[CH:6][CH:7]=[CH:8][C:3]=4[Cl:2])=[N:11][O:12][C:13]=3[CH3:18])=[O:16])[CH2:14]2)[CH:25]=[CH:8][CH:7]=[CH:6][CH:5]=1. Given the reactants Cl.[Cl:2][C:3]1[CH:8]=[CH:7][CH:6]=[C:5]([F:9])[C:4]=1[C:10]1[C:14]([C:15](Cl)=[O:16])=[C:13]([CH3:18])[O:12][N:11]=1.C([N:21]([CH2:24][CH3:25])[CH2:22][CH3:23])C.[C:26](O)(=O)[CH3:27], predict the reaction product. (5) Given the reactants [OH:1][C:2]1[CH:9]=[CH:8][C:5]([C:6]#[N:7])=[CH:4][CH:3]=1.[I-].[Na+].[H-].[Na+].Cl[CH2:15][S:16][CH3:17], predict the reaction product. The product is: [CH3:15][S:16][CH2:17][O:1][C:2]1[CH:9]=[CH:8][C:5]([C:6]#[N:7])=[CH:4][CH:3]=1. (6) Given the reactants N1CCCC1.[CH2:6]([O:13][C:14]1[C:15]([C:31]([O:33][CH3:34])=[O:32])=[N:16][C:17]([C:20]2[CH:25]=[CH:24][C:23]([O:26][CH3:27])=[C:22]([CH:28]=O)[C:21]=2[CH3:30])=[CH:18][CH:19]=1)[C:7]1[CH:12]=[CH:11][CH:10]=[CH:9][CH:8]=1.[CH3:35][C:36]1([CH3:44])[CH2:41][C:40](=[O:42])[CH2:39][C:38](=[O:43])[CH2:37]1.O.[C:46]1([CH3:56])[CH:51]=C[C:49](S(O)(=O)=O)=[CH:48][CH:47]=1.[CH2:57]([OH:59])[CH3:58], predict the reaction product. The product is: [CH2:6]([O:13][C:14]1[C:15]([C:31]([O:33][CH3:34])=[O:32])=[N:16][C:17]([C:20]2[CH:25]=[CH:24][C:23]([O:26][CH3:27])=[C:22]([CH:28]3[C:49]4[C:57](=[O:59])[CH2:58][C:46]([CH3:56])([CH3:51])[CH2:47][C:48]=4[O:42][C:40]4[CH2:41][C:36]([CH3:44])([CH3:35])[CH2:37][C:38](=[O:43])[C:39]3=4)[C:21]=2[CH3:30])=[CH:18][CH:19]=1)[C:7]1[CH:8]=[CH:9][CH:10]=[CH:11][CH:12]=1.